Dataset: Peptide-MHC class I binding affinity with 185,985 pairs from IEDB/IMGT. Task: Regression. Given a peptide amino acid sequence and an MHC pseudo amino acid sequence, predict their binding affinity value. This is MHC class I binding data. The peptide sequence is AVANCVRNL. The MHC is HLA-A31:01 with pseudo-sequence HLA-A31:01. The binding affinity (normalized) is 0.336.